Dataset: Full USPTO retrosynthesis dataset with 1.9M reactions from patents (1976-2016). Task: Predict the reactants needed to synthesize the given product. Given the product [C:1]([O:4][C:5]1[CH:29]=[CH:28][C:8]([C:9]([NH:11][C:12]2[CH:13]=[C:14]([C:24]([O:26][CH3:27])=[O:25])[S:15][C:16]=2[NH:17][CH:18]2[CH2:23][CH2:22][CH2:21][CH2:20][CH2:19]2)=[S:39])=[CH:7][CH:6]=1)(=[O:3])[CH3:2], predict the reactants needed to synthesize it. The reactants are: [C:1]([O:4][C:5]1[CH:29]=[CH:28][C:8]([C:9]([NH:11][C:12]2[CH:13]=[C:14]([C:24]([O:26][CH3:27])=[O:25])[S:15][C:16]=2[NH:17][CH:18]2[CH2:23][CH2:22][CH2:21][CH2:20][CH2:19]2)=O)=[CH:7][CH:6]=1)(=[O:3])[CH3:2].COC1C=CC(P2(SP(C3C=CC(OC)=CC=3)(=S)S2)=[S:39])=CC=1.C(=O)([O-])O.[Na+].